From a dataset of Aqueous solubility values for 9,982 compounds from the AqSolDB database. Regression/Classification. Given a drug SMILES string, predict its absorption, distribution, metabolism, or excretion properties. Task type varies by dataset: regression for continuous measurements (e.g., permeability, clearance, half-life) or binary classification for categorical outcomes (e.g., BBB penetration, CYP inhibition). For this dataset (solubility_aqsoldb), we predict Y. (1) The compound is CCc1cc(Cc2cc(CC)c(N)c(CC)c2)cc(CC)c1N. The Y is -5.85 log mol/L. (2) The drug is CCOCCOCC. The Y is -0.770 log mol/L. (3) The compound is CCc1nccnc1C. The Y is 0.445 log mol/L. (4) The molecule is CC(=O)OC[C@H]([C@@H](OC(C)=O)c1ccccc1)[N+](=O)[O-]. The Y is -3.97 log mol/L.